Dataset: Reaction yield outcomes from USPTO patents with 853,638 reactions. Task: Predict the reaction yield, written as a fraction of the theoretical maximum amount of product (1.0 means a 100% yield; for example, 0.34 means a 34% yield). (1) The reactants are [O-:1][S:2]([C:5]([F:8])([F:7])[F:6])(=[O:4])=[O:3].[CH3:9][N:10]([CH3:23])[C:11]1[CH:12]=[C:13]2[C:18](=[CH:19][CH:20]=1)[N+:17]([CH3:21])=[C:16]([CH3:22])[CH:15]=[CH:14]2.[CH3:24][C:25]1[N:26]([C:35]2[CH:40]=[CH:39][CH:38]=[CH:37][CH:36]=2)[C:27]([CH3:34])=[C:28]([CH:32]=[O:33])[C:29]=1[CH:30]=O. The catalyst is CO.N1CCCCC1. The product is [O-:4][S:2]([C:5]([F:8])([F:7])[F:6])(=[O:3])=[O:1].[CH3:9][N:10]([CH3:23])[C:11]1[CH:12]=[C:13]2[C:18](=[CH:19][CH:20]=1)[N+:17]([CH3:21])=[C:16](/[CH:22]=[CH:30]/[C:29]1[C:28]([CH:32]=[O:33])=[C:27]([CH3:34])[N:26]([C:35]3[CH:40]=[CH:39][CH:38]=[CH:37][CH:36]=3)[C:25]=1[CH3:24])[CH:15]=[CH:14]2. The yield is 0.290. (2) The reactants are Br[CH2:2][C:3]1[CH:8]=[CH:7][CH:6]=[CH:5][C:4]=1[N+:9]([O-:11])=[O:10].[NH2:12][CH:13]1[CH2:18][CH2:17][N:16]([C:19]([O:21][C:22]([CH3:25])([CH3:24])[CH3:23])=[O:20])[CH2:15][CH2:14]1.O. The catalyst is C(Cl)Cl. The product is [N+:9]([C:4]1[CH:5]=[CH:6][CH:7]=[CH:8][C:3]=1[CH2:2][NH:12][CH:13]1[CH2:14][CH2:15][N:16]([C:19]([O:21][C:22]([CH3:25])([CH3:24])[CH3:23])=[O:20])[CH2:17][CH2:18]1)([O-:11])=[O:10]. The yield is 0.740. (3) The reactants are [CH2:1]([Zn]CC)C.FC(F)(F)C(O)=O.C(I)I.[Br:16][C:17]1[CH:22]=[CH:21][C:20]([C:23]([CH3:25])=[CH2:24])=[CH:19][CH:18]=1. The catalyst is C(Cl)Cl.CCCCC. The product is [Br:16][C:17]1[CH:22]=[CH:21][C:20]([C:23]2([CH3:1])[CH2:25][CH2:24]2)=[CH:19][CH:18]=1. The yield is 0.860. (4) The reactants are [NH2:1][C:2]1[CH:3]=[C:4]([NH:8][S:9]([CH2:12][C:13]2[CH:18]=[CH:17][CH:16]=[C:15]([N+:19]([O-:21])=[O:20])[CH:14]=2)(=[O:11])=[O:10])[CH:5]=[CH:6][CH:7]=1.Cl.[Cl:23][C:24]1[N:29]=[C:28](Cl)[C:27]([Cl:31])=[CH:26][N:25]=1.C(=O)([O-])[O-].[K+].[K+].C(N(CC)CC)C. The catalyst is CN(C=O)C. The product is [Cl:23][C:24]1[N:29]=[C:28]([NH:1][C:2]2[CH:3]=[C:4]([NH:8][S:9]([CH2:12][C:13]3[CH:18]=[CH:17][CH:16]=[C:15]([N+:19]([O-:21])=[O:20])[CH:14]=3)(=[O:10])=[O:11])[CH:5]=[CH:6][CH:7]=2)[C:27]([Cl:31])=[CH:26][N:25]=1. The yield is 0.600.